From a dataset of Full USPTO retrosynthesis dataset with 1.9M reactions from patents (1976-2016). Predict the reactants needed to synthesize the given product. (1) Given the product [CH3:25][O:24][C:21]1[CH:22]=[C:23]2[C:18](=[CH:19][C:20]=1[O:26][CH3:27])[N:17]=[CH:16][CH:15]=[C:14]2[O:12][C:10]1[C:9]2[C:4](=[CH:5][CH:6]=[CH:7][CH:8]=2)[N:3]=[C:2]([CH3:1])[CH:11]=1, predict the reactants needed to synthesize it. The reactants are: [CH3:1][C:2]1[CH:11]=[C:10]([OH:12])[C:9]2[C:4](=[CH:5][CH:6]=[CH:7][CH:8]=2)[N:3]=1.Cl[C:14]1[C:23]2[C:18](=[CH:19][C:20]([O:26][CH3:27])=[C:21]([O:24][CH3:25])[CH:22]=2)[N:17]=[CH:16][CH:15]=1.O. (2) Given the product [F:19][C:20]1[C:28]([F:29])=[CH:27][CH:26]=[CH:25][C:21]=1[C:22]([C:14]1[C:13]([OH:18])=[CH:12][C:11]([N:5]2[CH2:10][CH2:9][O:8][CH2:7][CH2:6]2)=[CH:16][C:15]=1[OH:17])=[O:23], predict the reactants needed to synthesize it. The reactants are: [Cl-].[Al+3].[Cl-].[Cl-].[N:5]1([C:11]2[CH:12]=[C:13]([OH:18])[CH:14]=[C:15]([OH:17])[CH:16]=2)[CH2:10][CH2:9][O:8][CH2:7][CH2:6]1.[F:19][C:20]1[C:28]([F:29])=[CH:27][CH:26]=[CH:25][C:21]=1[C:22](Cl)=[O:23].